From a dataset of Catalyst prediction with 721,799 reactions and 888 catalyst types from USPTO. Predict which catalyst facilitates the given reaction. Reactant: [CH3:1][S:2]([C:5]1[CH:6]=[CH:7][C:8]([CH2:17][OH:18])=[C:9]([C:11]2[CH:16]=[CH:15][CH:14]=[CH:13][CH:12]=2)[CH:10]=1)(=[O:4])=[O:3].CC(OI1(OC(C)=O)(OC(C)=O)OC(=O)C2C=CC=CC1=2)=O. Product: [CH3:1][S:2]([C:5]1[CH:10]=[C:9]([C:11]2[CH:16]=[CH:15][CH:14]=[CH:13][CH:12]=2)[C:8]([CH:17]=[O:18])=[CH:7][CH:6]=1)(=[O:3])=[O:4]. The catalyst class is: 2.